The task is: Predict the reactants needed to synthesize the given product.. This data is from Full USPTO retrosynthesis dataset with 1.9M reactions from patents (1976-2016). Given the product [CH3:12][S:13][C:2]1[C:3]([N+:9]([O-:11])=[O:10])=[C:4]([CH:6]=[CH:7][CH:8]=1)[NH2:5], predict the reactants needed to synthesize it. The reactants are: Cl[C:2]1[C:3]([N+:9]([O-:11])=[O:10])=[C:4]([CH:6]=[CH:7][CH:8]=1)[NH2:5].[CH3:12][S-:13].[Na+].O.